This data is from Forward reaction prediction with 1.9M reactions from USPTO patents (1976-2016). The task is: Predict the product of the given reaction. Given the reactants C(OCC)C.[NH2:6][CH2:7][C:8]([C:14]1[CH:27]=[CH:26][C:17]([NH:18][C:19](=[O:25])[O:20][C:21]([CH3:24])([CH3:23])[CH3:22])=[C:16]([CH3:28])[CH:15]=1)([OH:13])[C:9]([F:12])([F:11])[F:10].C(=O)([O-])[O-].[Na+].[Na+].[Cl:35][C:36]1[CH:44]=[CH:43][C:39]([C:40](Cl)=[O:41])=[CH:38][CH:37]=1, predict the reaction product. The product is: [Cl:35][C:36]1[CH:44]=[CH:43][C:39]([C:40]([NH:6][CH2:7][C:8]([C:14]2[CH:27]=[CH:26][C:17]([NH:18][C:19](=[O:25])[O:20][C:21]([CH3:24])([CH3:23])[CH3:22])=[C:16]([CH3:28])[CH:15]=2)([OH:13])[C:9]([F:11])([F:10])[F:12])=[O:41])=[CH:38][CH:37]=1.